From a dataset of Reaction yield outcomes from USPTO patents with 853,638 reactions. Predict the reaction yield, written as a fraction of the theoretical maximum amount of product (1.0 means a 100% yield; for example, 0.34 means a 34% yield). (1) The reactants are [Cl:1][C:2]1[CH:3]=[C:4]([CH:8]([C:16]2([OH:22])[CH2:21][CH2:20][CH2:19][CH2:18][CH2:17]2)[CH2:9][N:10]2[CH2:15][CH2:14][NH:13][CH2:12][CH2:11]2)[CH:5]=[CH:6][CH:7]=1.[CH3:23][O:24][C:25]1[CH:26]=[C:27]2[C:32](=[CH:33][CH:34]=1)[CH:31]=[C:30]([CH:35]=O)[CH:29]=[CH:28]2.C(O[BH-](OC(=O)C)OC(=O)C)(=O)C.[Na+]. The catalyst is ClC(Cl)C. The product is [ClH:1].[ClH:1].[Cl:1][C:2]1[CH:3]=[C:4]([CH:8]([C:16]2([OH:22])[CH2:17][CH2:18][CH2:19][CH2:20][CH2:21]2)[CH2:9][N:10]2[CH2:15][CH2:14][N:13]([CH2:35][C:30]3[CH:29]=[CH:28][C:27]4[C:32](=[CH:33][CH:34]=[C:25]([O:24][CH3:23])[CH:26]=4)[CH:31]=3)[CH2:12][CH2:11]2)[CH:5]=[CH:6][CH:7]=1. The yield is 0.640. (2) The reactants are [Cl:1][C:2]1[CH:7]=[CH:6][C:5]([C:8]2[C:12]3[CH2:13][N:14]([C:17](=[O:19])[CH3:18])[CH2:15][CH2:16][C:11]=3[N:10]([CH2:20][CH2:21][CH2:22]Cl)[N:9]=2)=[CH:4][CH:3]=1.[F:24][C:25]1[CH:30]=[CH:29][CH:28]=[CH:27][C:26]=1[N:31]1[CH2:36][CH2:35][NH:34][CH2:33][CH2:32]1.C([O-])([O-])=O.[K+].[K+].CO.CCOC(C)=O. The catalyst is CC#N.[N+](CCCC)(CCCC)(CCCC)CCCC.[I-]. The product is [Cl:1][C:2]1[CH:7]=[CH:6][C:5]([C:8]2[C:12]3[CH2:13][N:14]([C:17](=[O:19])[CH3:18])[CH2:15][CH2:16][C:11]=3[N:10]([CH2:20][CH2:21][CH2:22][N:34]3[CH2:33][CH2:32][N:31]([C:26]4[CH:27]=[CH:28][CH:29]=[CH:30][C:25]=4[F:24])[CH2:36][CH2:35]3)[N:9]=2)=[CH:4][CH:3]=1. The yield is 0.410.